From a dataset of Reaction yield outcomes from USPTO patents with 853,638 reactions. Predict the reaction yield, written as a fraction of the theoretical maximum amount of product (1.0 means a 100% yield; for example, 0.34 means a 34% yield). (1) The reactants are Cl.[Cl:2][CH2:3][CH2:4][C:5]1[C:10](=[O:11])[N:9]2[CH:12]=[CH:13][CH:14]=[C:15]([OH:16])[C:8]2=[N:7][C:6]=1[CH3:17].CO.C([O-])(=O)C.[Na+]. The catalyst is O. The product is [Cl:2][CH2:3][CH2:4][C:5]1[C:10](=[O:11])[N:9]2[CH2:12][CH2:13][CH2:14][CH:15]([OH:16])[C:8]2=[N:7][C:6]=1[CH3:17]. The yield is 0.477. (2) The yield is 0.650. The product is [CH3:1][C:2]1[O:6][N:5]=[C:4]([C:7]2[CH:8]=[CH:9][CH:10]=[CH:11][CH:12]=2)[C:3]=1[CH2:13][O:14][C:15]1[N:20]=[N:19][C:18]([NH:21][C:22](=[O:29])[C:23]2[CH:28]=[CH:27][CH:26]=[CH:25][CH:24]=2)=[CH:17][CH:16]=1. The reactants are [CH3:1][C:2]1[O:6][N:5]=[C:4]([C:7]2[CH:12]=[CH:11][CH:10]=[CH:9][CH:8]=2)[C:3]=1[CH2:13][O:14][C:15]1[N:20]=[N:19][C:18]([NH2:21])=[CH:17][CH:16]=1.[C:22](Cl)(=[O:29])[C:23]1[CH:28]=[CH:27][CH:26]=[CH:25][CH:24]=1. No catalyst specified. (3) The catalyst is O1CCOCC1.CCOCC. The reactants are [NH2:1][C:2]1[C:10]([Cl:11])=[N:9][CH:8]=[CH:7][C:3]=1[C:4]([NH2:6])=[O:5].[C:12](Cl)([Cl:14])=S. The yield is 0.960. The product is [Cl:14][C:12]1[N:6]=[C:4]([OH:5])[C:3]2[CH:7]=[CH:8][N:9]=[C:10]([Cl:11])[C:2]=2[N:1]=1. (4) The reactants are [CH:1]1([C:6]2[N:7]=[C:8]([CH2:18][C:19]3[CH:24]=[CH:23][C:22]([CH2:25][C:26](OC)=[O:27])=[CH:21][CH:20]=3)[C:9]3[S:15](=[O:17])(=[O:16])[CH2:14][CH2:13][CH2:12][C:10]=3[N:11]=2)[CH2:5][CH2:4][CH2:3][CH2:2]1.CC(C[AlH]CC(C)C)C. No catalyst specified. The product is [CH:1]1([C:6]2[N:7]=[C:8]([CH2:18][C:19]3[CH:24]=[CH:23][C:22]([CH2:25][CH2:26][OH:27])=[CH:21][CH:20]=3)[C:9]3[S:15](=[O:17])(=[O:16])[CH2:14][CH2:13][CH2:12][C:10]=3[N:11]=2)[CH2:5][CH2:4][CH2:3][CH2:2]1. The yield is 0.710.